The task is: Predict which catalyst facilitates the given reaction.. This data is from Catalyst prediction with 721,799 reactions and 888 catalyst types from USPTO. (1) Reactant: [C:1]([O:5][C:6]([NH:8][C@H:9]1[CH2:14][CH2:13][CH2:12][C@H:11]([C:15](O)=[O:16])[CH2:10]1)=[O:7])([CH3:4])([CH3:3])[CH3:2].CSC.B. Product: [C:1]([O:5][C:6](=[O:7])[NH:8][C@H:9]1[CH2:14][CH2:13][CH2:12][C@H:11]([CH2:15][OH:16])[CH2:10]1)([CH3:4])([CH3:2])[CH3:3]. The catalyst class is: 1. (2) The catalyst class is: 2. Product: [C:12]([CH:14]([NH:21][C:22]([C:24]1[C:33]2[C:28](=[CH:29][CH:30]=[CH:31][CH:32]=2)[N:27]=[C:26]([C:34]2[CH:39]=[CH:38][CH:37]=[CH:36][CH:35]=2)[C:25]=1[CH3:40])=[O:23])[C:15]1[CH:16]=[CH:17][CH:18]=[CH:19][CH:20]=1)(=[O:11])[CH3:13]. Reactant: C(Cl)(=O)C(Cl)=O.CS(C)=O.[OH:11][CH:12]([CH:14]([NH:21][C:22]([C:24]1[C:33]2[C:28](=[CH:29][CH:30]=[CH:31][CH:32]=2)[N:27]=[C:26]([C:34]2[CH:39]=[CH:38][CH:37]=[CH:36][CH:35]=2)[C:25]=1[CH3:40])=[O:23])[C:15]1[CH:20]=[CH:19][CH:18]=[CH:17][CH:16]=1)[CH3:13]. (3) Reactant: [Br:1][C:2]1[CH:7]=[CH:6][C:5]([S:8]([NH:11][C:12]([CH3:15])([CH3:14])[CH3:13])(=[O:10])=[O:9])=[CH:4][CH:3]=1.C(=O)([O-])[O-].[K+].[K+].FC(F)(F)S(O[CH2:28][C:29]([F:32])([F:31])[F:30])(=O)=O.O. Product: [Br:1][C:2]1[CH:3]=[CH:4][C:5]([S:8]([N:11]([C:12]([CH3:15])([CH3:14])[CH3:13])[CH2:28][C:29]([F:32])([F:31])[F:30])(=[O:10])=[O:9])=[CH:6][CH:7]=1. The catalyst class is: 3. (4) Reactant: C(OC(=O)[NH:7][C@@H:8]1[CH2:12][CH2:11][N:10]([C:13]2[CH:18]=[CH:17][C:16]([C:19]([F:22])([F:21])[F:20])=[CH:15][N:14]=2)[CH2:9]1)(C)(C)C.FC(F)(F)C(O)=O. Product: [F:22][C:19]([F:20])([F:21])[C:16]1[CH:17]=[CH:18][C:13]([N:10]2[CH2:11][CH2:12][C@@H:8]([NH2:7])[CH2:9]2)=[N:14][CH:15]=1. The catalyst class is: 2. (5) Reactant: [CH2:1]([C@H:8]1[CH2:10][O:9]1)[C:2]1[CH:7]=[CH:6][CH:5]=[CH:4][CH:3]=1.Cl.[NH2:12][CH2:13][C:14]1[CH:23]=[CH:22][C:17]([C:18]([O:20][CH3:21])=[O:19])=[CH:16][CH:15]=1.CCN(C(C)C)C(C)C. Product: [OH:9][C@@H:8]([CH2:1][C:2]1[CH:7]=[CH:6][CH:5]=[CH:4][CH:3]=1)[CH2:10][NH:12][CH2:13][C:14]1[CH:15]=[CH:16][C:17]([C:18]([O:20][CH3:21])=[O:19])=[CH:22][CH:23]=1. The catalyst class is: 5. (6) Reactant: [Br:1][C:2]1[CH:3]=[CH:4][C:5]([Cl:13])=[C:6]([CH:12]=1)[C:7](OCC)=[O:8].CC(C[AlH]CC(C)C)C. Product: [Br:1][C:2]1[CH:3]=[CH:4][C:5]([Cl:13])=[C:6]([CH2:7][OH:8])[CH:12]=1. The catalyst class is: 116. (7) Reactant: [N:1]1([CH2:7][CH2:8][CH2:9][O:10][C:11]2[CH:20]=[C:19]3[C:14]([C@H:15]([C:24]4[CH:29]=[CH:28][CH:27]=[C:26]([C:30]#[C:31][Si](C)(C)C)[CH:25]=4)[CH2:16][N:17]4[CH2:23][CH2:22][CH2:21][C@H:18]43)=[CH:13][CH:12]=2)[CH2:6][CH2:5][CH2:4][CH2:3][CH2:2]1.C([O-])([O-])=O.[K+].[K+]. Product: [C:30]([C:26]1[CH:25]=[C:24]([C@H:15]2[C:14]3[C:19](=[CH:20][C:11]([O:10][CH2:9][CH2:8][CH2:7][N:1]4[CH2:2][CH2:3][CH2:4][CH2:5][CH2:6]4)=[CH:12][CH:13]=3)[C@@H:18]3[CH2:21][CH2:22][CH2:23][N:17]3[CH2:16]2)[CH:29]=[CH:28][CH:27]=1)#[CH:31]. The catalyst class is: 5. (8) Reactant: [NH2:1][C:2]1[CH:7]=[CH:6][C:5]([CH:8]2[CH2:12][CH2:11][N:10]([C:13]([O:15][C:16]([CH3:19])([CH3:18])[CH3:17])=[O:14])[CH2:9]2)=[CH:4][CH:3]=1.C(N(CC)CC)C.[Cl:27][C:28]1[CH:36]=[CH:35][C:31]([C:32](Cl)=[O:33])=[CH:30][CH:29]=1.Cl. Product: [C:16]([O:15][C:13]([N:10]1[CH2:11][CH2:12][CH:8]([C:5]2[CH:4]=[CH:3][C:2]([NH:1][C:32](=[O:33])[C:31]3[CH:35]=[CH:36][C:28]([Cl:27])=[CH:29][CH:30]=3)=[CH:7][CH:6]=2)[CH2:9]1)=[O:14])([CH3:19])([CH3:18])[CH3:17]. The catalyst class is: 375. (9) Reactant: [C:1]([C:3]1[CH:28]=[CH:27][C:6]([O:7][CH2:8][CH2:9][CH2:10][O:11][C:12]2[CH:13]=[C:14]3[C:18](=[CH:19][CH:20]=2)[C@H:17]([CH2:21][C:22]([O:24][CH2:25][CH3:26])=[O:23])[CH2:16][CH2:15]3)=[C:5]([CH2:29][CH2:30][CH3:31])[CH:4]=1)#[N:2].[SH2:32].C(NCC)C. Product: [NH2:2][C:1]([C:3]1[CH:28]=[CH:27][C:6]([O:7][CH2:8][CH2:9][CH2:10][O:11][C:12]2[CH:13]=[C:14]3[C:18](=[CH:19][CH:20]=2)[C@H:17]([CH2:21][C:22]([O:24][CH2:25][CH3:26])=[O:23])[CH2:16][CH2:15]3)=[C:5]([CH2:29][CH2:30][CH3:31])[CH:4]=1)=[S:32]. The catalyst class is: 3. (10) Reactant: [CH3:1][S:2]([N:5]1[CH2:10][CH2:9][CH:8]([NH:11]C(=O)OC(C)(C)C)[CH2:7][CH2:6]1)(=[O:4])=[O:3].C(O)(C(F)(F)F)=O. Product: [CH3:1][S:2]([N:5]1[CH2:6][CH2:7][CH:8]([NH2:11])[CH2:9][CH2:10]1)(=[O:4])=[O:3]. The catalyst class is: 2.